This data is from Forward reaction prediction with 1.9M reactions from USPTO patents (1976-2016). The task is: Predict the product of the given reaction. Given the reactants [CH3:1][C:2]1[N:3]=[C:4]2[CH:9]=[CH:8][CH:7]=[C:6]([CH2:10][NH:11][CH2:12][CH2:13][CH2:14][CH2:15][NH:16][S:17]([C:20]([F:23])([F:22])[F:21])(=[O:19])=[O:18])[N:5]2[CH:24]=1.[C:25](O[C:25]([O:27][C:28]([CH3:31])([CH3:30])[CH3:29])=[O:26])([O:27][C:28]([CH3:31])([CH3:30])[CH3:29])=[O:26], predict the reaction product. The product is: [CH3:1][C:2]1[N:3]=[C:4]2[CH:9]=[CH:8][CH:7]=[C:6]([CH2:10][N:11]([C:25]([O:27][C:28]([CH3:31])([CH3:30])[CH3:29])=[O:26])[CH2:12][CH2:13][CH2:14][CH2:15][NH:16][S:17]([C:20]([F:21])([F:22])[F:23])(=[O:19])=[O:18])[N:5]2[CH:24]=1.